This data is from Peptide-MHC class II binding affinity with 134,281 pairs from IEDB. The task is: Regression. Given a peptide amino acid sequence and an MHC pseudo amino acid sequence, predict their binding affinity value. This is MHC class II binding data. (1) The peptide sequence is MRIYCSLFKNVRL. The MHC is HLA-DPA10301-DPB10402 with pseudo-sequence HLA-DPA10301-DPB10402. The binding affinity (normalized) is 0.536. (2) The peptide sequence is TLSVTFIGAAPLILSY. The MHC is DRB5_0101 with pseudo-sequence DRB5_0101. The binding affinity (normalized) is 0.716.